Task: Predict the reaction yield, written as a fraction of the theoretical maximum amount of product (1.0 means a 100% yield; for example, 0.34 means a 34% yield).. Dataset: Reaction yield outcomes from USPTO patents with 853,638 reactions (1) The reactants are [CH2:1]([O:5][CH2:6][C:7]1[CH:14]=[CH:13][C:10]([CH:11]=O)=[CH:9][CH:8]=1)[CH2:2][CH2:3][CH3:4].[N+:15]([CH3:18])([O-:17])=[O:16].C[O-].[Na+].Cl.[BH4-].[Na+]. The catalyst is CO.CS(C)=O.C(O)(=O)C. The product is [CH2:1]([O:5][CH2:6][C:7]1[CH:14]=[CH:13][C:10]([CH2:11][CH2:18][N+:15]([O-:17])=[O:16])=[CH:9][CH:8]=1)[CH2:2][CH2:3][CH3:4]. The yield is 0.290. (2) The reactants are [CH2:1]([O:8][C:9]([N:11]1[CH2:15][CH:14]2[CH:16]([OH:20])[CH:17]([F:19])[CH2:18][CH:13]2[CH2:12]1)=[O:10])[C:2]1[CH:7]=[CH:6][CH:5]=[CH:4][CH:3]=1.C[Si]([N-][Si](C)(C)C)(C)C.[K+].C1C=CC(S(N(S(C2C=CC=CC=2)(=O)=O)[F:41])(=O)=O)=CC=1. The catalyst is O1CCCC1.C(=O)(O)[O-].[Na+].C(OCC)(=O)C.[Cl-].[Zn+2].[Cl-]. The product is [CH2:1]([O:8][C:9]([N:11]1[CH2:15][CH:14]2[C:16](=[O:20])[C:17]([F:41])([F:19])[CH2:18][CH:13]2[CH2:12]1)=[O:10])[C:2]1[CH:3]=[CH:4][CH:5]=[CH:6][CH:7]=1. The yield is 0.560. (3) The reactants are [C:1]1([S:7]([N:10]2[C:14]3=[N:15][CH:16]=[CH:17][CH:18]=[C:13]3[C:12]([CH2:19][C:20]3[CH:21]=[CH:22][C:23]([NH2:26])=[N:24][CH:25]=3)=[CH:11]2)(=[O:9])=[O:8])[CH:6]=[CH:5][CH:4]=[CH:3][CH:2]=1.[Cl:27][C:28]1C=NC=[CH:32][C:33]=1C=O.F[C:37](F)(F)C(O)=O.C([SiH](CC)CC)C.C(=O)([O-])[O-].[K+].[K+].[C:56](#[N:58])[CH3:57]. No catalyst specified. The product is [C:1]1([S:7]([N:10]2[C:14]3=[N:15][CH:16]=[CH:17][CH:18]=[C:13]3[C:12]([CH2:19][C:20]3[CH:21]=[CH:22][C:23]([NH:26][CH2:37][C:57]4[CH:56]=[N:58][CH:32]=[CH:33][C:28]=4[Cl:27])=[N:24][CH:25]=3)=[CH:11]2)(=[O:9])=[O:8])[CH:6]=[CH:5][CH:4]=[CH:3][CH:2]=1. The yield is 0.496. (4) The reactants are [NH2:1][CH2:2][C@@H:3]([OH:5])[CH3:4].F[C:7]1[CH:16]=[CH:15][CH:14]=[C:13]2[C:8]=1[C:9]([NH:17][C:18]1[CH:23]=[CH:22][C:21]([O:24][CH2:25][C:26]3[CH:31]=[CH:30][CH:29]=[CH:28][N:27]=3)=[C:20]([Cl:32])[CH:19]=1)=[N:10][CH:11]=[N:12]2. No catalyst specified. The product is [NH2:1][CH2:2][C@H:3]([CH3:4])[O:5][C:7]1[CH:16]=[CH:15][CH:14]=[C:13]2[C:8]=1[C:9]([NH:17][C:18]1[CH:23]=[CH:22][C:21]([O:24][CH2:25][C:26]3[CH:31]=[CH:30][CH:29]=[CH:28][N:27]=3)=[C:20]([Cl:32])[CH:19]=1)=[N:10][CH:11]=[N:12]2. The yield is 0.460. (5) The reactants are Cl[C:2]1[C:11]2[C:6](=[CH:7][CH:8]=[C:9]([Cl:12])[CH:10]=2)[N:5]([CH3:13])[C:4](=[O:14])[C:3]=1[C:15]#[N:16].[NH:17]1[CH2:22][CH2:21][NH:20][CH2:19][CH2:18]1. The catalyst is ClCCl. The product is [Cl:12][C:9]1[CH:10]=[C:11]2[C:6](=[CH:7][CH:8]=1)[N:5]([CH3:13])[C:4](=[O:14])[C:3]([C:15]#[N:16])=[C:2]2[N:17]1[CH2:22][CH2:21][NH:20][CH2:19][CH2:18]1. The yield is 0.990. (6) The reactants are [C:1]([C:5]1[CH:10]=[CH:9][C:8]([CH2:11][C:12]#[N:13])=[CH:7][CH:6]=1)([CH3:4])([CH3:3])[CH3:2].C([O:16][C:17]([C:19]1[N:23]([CH3:24])[N:22]=[C:21]([CH3:25])[C:20]=1[CH3:26])=O)C.C(C1C=CC(C)=NC=1)C.C(OCCOCCO)C.CO.C[O-].[Na+]. The catalyst is O.CCCCCCC. The product is [O:16]=[C:17]([C:19]1[N:23]([CH3:24])[N:22]=[C:21]([CH3:25])[C:20]=1[CH3:26])[CH:11]([C:8]1[CH:7]=[CH:6][C:5]([C:1]([CH3:4])([CH3:2])[CH3:3])=[CH:10][CH:9]=1)[C:12]#[N:13]. The yield is 0.921. (7) The reactants are Cl[C:2]1[N:7]=[C:6]([C:8]2[CH:13]=[CH:12][CH:11]=[CH:10][N:9]=2)[N:5]=[C:4]([CH3:14])[CH:3]=1.[CH3:15][O:16][C:17]1[CH:22]=[CH:21][C:20]([NH2:23])=[CH:19][CH:18]=1.Cl.[OH-].[Na+]. The catalyst is O. The product is [CH3:15][O:16][C:17]1[CH:22]=[CH:21][C:20]([NH:23][C:2]2[CH:3]=[C:4]([CH3:14])[N:5]=[C:6]([C:8]3[CH:13]=[CH:12][CH:11]=[CH:10][N:9]=3)[N:7]=2)=[CH:19][CH:18]=1. The yield is 0.450. (8) The reactants are [CH2:1]([N:8]1[CH2:12][CH:11]([N+:13]([O-])=O)[CH:10]([C:16]2[CH:21]=[CH:20][C:19]([Cl:22])=[C:18]([Cl:23])[CH:17]=2)[CH2:9]1)[C:2]1[CH:7]=[CH:6][CH:5]=[CH:4][CH:3]=1.O.O.Cl[Sn]Cl.C([O-])(O)=O.[Na+]. The catalyst is CCOC(C)=O. The product is [CH2:1]([N:8]1[CH2:9][CH:10]([C:16]2[CH:21]=[CH:20][C:19]([Cl:22])=[C:18]([Cl:23])[CH:17]=2)[CH:11]([NH2:13])[CH2:12]1)[C:2]1[CH:3]=[CH:4][CH:5]=[CH:6][CH:7]=1. The yield is 0.540. (9) The reactants are [C:11](O[C:11](=[O:19])[CH2:12][CH2:13][CH2:14][CH2:15][CH2:16][CH2:17][CH3:18])(=[O:19])[CH2:12][CH2:13][CH2:14][CH2:15][CH2:16][CH2:17][CH3:18].[C:20]1([C@H:26]([NH2:28])[CH3:27])[CH:25]=[CH:24][CH:23]=[CH:22][CH:21]=1.C(N(CC)CC)C. The catalyst is C1(C)C=CC=CC=1. The product is [C:11]([NH:28][C@@H:26]([C:20]1[CH:25]=[CH:24][CH:23]=[CH:22][CH:21]=1)[CH3:27])(=[O:19])[CH2:12][CH2:13][CH2:14][CH2:15][CH2:16][CH2:17][CH3:18]. The yield is 0.890. (10) The catalyst is O. The product is [Cl:7][C:8]1[C:17]2[C:12](=[C:13]([Cl:18])[CH:14]=[CH:15][CH:16]=2)[CH:11]=[C:10]([O:19][CH2:21][CH:22]([F:24])[F:23])[N:9]=1. The yield is 0.900. The reactants are C(=O)([O-])[O-].[K+].[K+].[Cl:7][C:8]1[C:17]2[C:12](=[C:13]([Cl:18])[CH:14]=[CH:15][CH:16]=2)[CH:11]=[C:10]([OH:19])[N:9]=1.Br[CH2:21][CH:22]([F:24])[F:23].